From a dataset of Catalyst prediction with 721,799 reactions and 888 catalyst types from USPTO. Predict which catalyst facilitates the given reaction. (1) Reactant: [CH3:1][C@@H:2]1[C:6]2([CH2:9][NH:8][CH2:7]2)[O:5][C:4](=[O:10])[NH:3]1.C(O)(=O)C.[CH:15](=O)[C:16]1[CH:21]=[CH:20][CH:19]=[CH:18][CH:17]=1.C([BH3-])#N.[Na+].Cl. Product: [CH3:1][C@@H:2]1[C:6]2([CH2:9][N:8]([CH2:15][C:16]3[CH:21]=[CH:20][CH:19]=[CH:18][CH:17]=3)[CH2:7]2)[O:5][C:4](=[O:10])[NH:3]1. The catalyst class is: 5. (2) Reactant: [CH2:1]([C:4]1[CH:13]=[C:12]([F:14])[C:11]([F:15])=[CH:10][C:5]=1[C:6](OC)=[O:7])[CH:2]=[CH2:3].[H-].[H-].[H-].[H-].[Li+].[Al+3]. Product: [CH2:1]([C:4]1[CH:13]=[C:12]([F:14])[C:11]([F:15])=[CH:10][C:5]=1[CH2:6][OH:7])[CH:2]=[CH2:3]. The catalyst class is: 1. (3) Reactant: [Cl:1][C:2]1[N:3]=[C:4]([N:19]2[CH2:24][CH2:23][O:22][CH2:21][CH2:20]2)[C:5]2[N:11]=[CH:10][C:9]([C:12]3[CH:13]=[C:14]([CH:16]=[CH:17][CH:18]=3)[NH2:15])=[CH:8][C:6]=2[N:7]=1.CN(C)C1C2C(=CC=CC=2N(C)C)C=CC=1.Cl[C:42]([O:44][CH2:45][Cl:46])=[O:43]. Product: [Cl:1][C:2]1[N:3]=[C:4]([N:19]2[CH2:20][CH2:21][O:22][CH2:23][CH2:24]2)[C:5]2[N:11]=[CH:10][C:9]([C:12]3[CH:13]=[C:14]([NH:15][C:42](=[O:43])[O:44][CH2:45][Cl:46])[CH:16]=[CH:17][CH:18]=3)=[CH:8][C:6]=2[N:7]=1. The catalyst class is: 22. (4) Reactant: [Br:1][C:2]1[C:3]([O:10][CH3:11])=[C:4]([CH:7]=[CH:8][CH:9]=1)C=O.CO[CH:14]([O:17][CH3:18])[O:15][CH3:16].ClS(O)(=O)=O. Product: [Br:1][C:2]1[CH:9]=[CH:8][CH:7]=[C:4]([CH:14]([O:15][CH3:16])[O:17][CH3:18])[C:3]=1[O:10][CH3:11]. The catalyst class is: 5. (5) Reactant: [Cl:1][C:2]1[CH:3]=[CH:4][C:5]([CH2:9][OH:10])=[C:6]([OH:8])[CH:7]=1.Br[CH2:12][CH2:13][CH2:14][CH3:15].C([O-])([O-])=O.[K+].[K+]. Product: [Cl:1][C:2]1[CH:3]=[CH:4][C:5]([CH2:9][OH:10])=[C:6]([O:8][CH2:12][CH2:13][CH2:14][CH3:15])[CH:7]=1. The catalyst class is: 3.